Dataset: Forward reaction prediction with 1.9M reactions from USPTO patents (1976-2016). Task: Predict the product of the given reaction. (1) Given the reactants C(O[C:4](=[O:14])[CH2:5][C:6](=O)[C:7]1[CH:12]=[CH:11][CH:10]=[CH:9][N:8]=1)C.C(O)(=O)C(O)=O.[CH2:21]([NH:23][NH2:24])[CH3:22], predict the reaction product. The product is: [CH2:21]([N:23]1[C:4]([OH:14])=[CH:5][C:6]([C:7]2[CH:12]=[CH:11][CH:10]=[CH:9][N:8]=2)=[N:24]1)[CH3:22]. (2) Given the reactants Br[C:2]1[CH:3]=[CH:4][C:5](Cl)=[N:6][CH:7]=1.[F:9][C:10]([F:17])([F:16])[C:11](OCC)=[O:12].Cl.C(=O)([O-])[O-].[K+].[K+].[CH2:25]([N:27](CC)CC)C, predict the reaction product. The product is: [NH2:27][CH2:25][C:11]([C:2]1[CH:7]=[N:6][CH:5]=[CH:4][CH:3]=1)([OH:12])[C:10]([F:17])([F:16])[F:9]. (3) Given the reactants [Cl:1][C:2]1[CH:3]=[N:4][C:5]2[CH:6]([OH:11])[CH2:7][CH2:8][C:9]=2[CH:10]=1.C(N(CC)CC)C.O, predict the reaction product. The product is: [Cl:1][C:2]1[CH:3]=[N:4][C:5]2[C:6](=[O:11])[CH2:7][CH2:8][C:9]=2[CH:10]=1. (4) Given the reactants [Br:1][C:2]1[N:3]=[C:4]([O:9][CH3:10])[C:5]([NH2:8])=[N:6][CH:7]=1.[C:11]1([S:17](Cl)(=[O:19])=[O:18])[CH:16]=[CH:15][CH:14]=[CH:13][CH:12]=1, predict the reaction product. The product is: [Br:1][C:2]1[N:3]=[C:4]([O:9][CH3:10])[C:5]([NH:8][S:17]([C:11]2[CH:16]=[CH:15][CH:14]=[CH:13][CH:12]=2)(=[O:19])=[O:18])=[N:6][CH:7]=1. (5) Given the reactants [ClH:1].C(OC(=O)[NH:8][CH:9]1[C:17]2[CH:16]=[C:15]([C:18]3[C:27]([CH3:28])=[C:26]4[C:21]([C:22](=[O:33])[NH:23][C:24](=[O:32])[N:25]4[CH:29]4[CH2:31][CH2:30]4)=[CH:20][C:19]=3[F:34])[S:14][C:13]=2[CH2:12][CH2:11][C:10]1([F:36])[F:35])(C)(C)C, predict the reaction product. The product is: [ClH:1].[NH2:8][CH:9]1[C:17]2[CH:16]=[C:15]([C:18]3[C:27]([CH3:28])=[C:26]4[C:21]([C:22](=[O:33])[NH:23][C:24](=[O:32])[N:25]4[CH:29]4[CH2:31][CH2:30]4)=[CH:20][C:19]=3[F:34])[S:14][C:13]=2[CH2:12][CH2:11][C:10]1([F:35])[F:36].